Predict which catalyst facilitates the given reaction. From a dataset of Catalyst prediction with 721,799 reactions and 888 catalyst types from USPTO. (1) Reactant: [CH3:1][Si:2]([CH3:50])([CH3:49])[CH2:3][CH2:4][O:5][CH2:6][N:7]([CH2:41][O:42][CH2:43][CH2:44][Si:45]([CH3:48])([CH3:47])[CH3:46])[C:8]1[N:13]2[N:14]=[CH:15][C:16]([C:17]3[CH:18]=[N:19][N:20]([C:22]4[CH:27]=[CH:26][CH:25]=[CH:24][CH:23]=4)[CH:21]=3)=[C:12]2[N:11]=[C:10]([CH:28]2[CH2:33][CH2:32][C:31]([CH2:39][OH:40])([C:34]([O:36][CH2:37][CH3:38])=[O:35])[CH2:30][CH2:29]2)[CH:9]=1.C1C(=O)N([Br:58])C(=O)C1. Product: [CH3:50][Si:2]([CH3:49])([CH3:1])[CH2:3][CH2:4][O:5][CH2:6][N:7]([CH2:41][O:42][CH2:43][CH2:44][Si:45]([CH3:48])([CH3:47])[CH3:46])[C:8]1[N:13]2[N:14]=[CH:15][C:16]([C:17]3[CH:18]=[N:19][N:20]([C:22]4[CH:27]=[CH:26][CH:25]=[CH:24][CH:23]=4)[CH:21]=3)=[C:12]2[N:11]=[C:10]([CH:28]2[CH2:29][CH2:30][C:31]([CH2:39][OH:40])([C:34]([O:36][CH2:37][CH3:38])=[O:35])[CH2:32][CH2:33]2)[C:9]=1[Br:58]. The catalyst class is: 496. (2) Reactant: [OH:1][C:2]1[C:7]2[CH2:8][O:9][C@:10]3([CH3:22])[C@H:14]([C:6]=2[CH:5]=[CH:4][CH:3]=1)[CH2:13][N:12]([C:15]([O:17][C:18]([CH3:21])([CH3:20])[CH3:19])=[O:16])[CH2:11]3.[H-].[Na+].I[CH2:26][CH:27]1[CH2:29][CH2:28]1. Product: [CH:27]1([CH2:26][O:1][C:2]2[C:7]3[CH2:8][O:9][C@:10]4([CH3:22])[C@H:14]([C:6]=3[CH:5]=[CH:4][CH:3]=2)[CH2:13][N:12]([C:15]([O:17][C:18]([CH3:21])([CH3:20])[CH3:19])=[O:16])[CH2:11]4)[CH2:29][CH2:28]1. The catalyst class is: 3.